From a dataset of Experimentally validated miRNA-target interactions with 360,000+ pairs, plus equal number of negative samples. Binary Classification. Given a miRNA mature sequence and a target amino acid sequence, predict their likelihood of interaction. (1) The miRNA is mmu-miR-374b-5p with sequence AUAUAAUACAACCUGCUAAGUG. The protein sequence of the target gene is MPILLFLIDTSASMNQRSHLGTTYLDTAKGAVETFMKLRARDPASRGDRYMLVTFEEPPYAIKAGWKENHATFMNELKNLQAEGLTTLGQSLRTAFDLLNLNRLVTGIDNYGQGRNPFFLEPAIIITITDGSKLTTTSGVQDELHLPLNSPLPGSELTKEPFRWDQRLFALVLRLPGTMSVESEQLTGVPLDDSAITPMCEVTGGRSYSVCSPRMLNQCLESLVQKVQSGVVINFEKAGPDPPPAEEGQPDISRPFGSQPWHSCHKLIYVRPNPKTGVPIGHWPVPESFWPDQNSPTLPP.... Result: 1 (interaction). (2) The miRNA is hsa-miR-3200-3p with sequence CACCUUGCGCUACUCAGGUCUG. The protein sequence of the target gene is MARWIPTKRQKYGVAIYNYNASQDVELSLQIGDTVHILEMYEGWYRGYTLQNKSKKGIFPETYIHLKEATVEDLGQHETVIPGELPLVQELTSTLREWAVIWRKLYVNNKLTLFRQLQQMTYSLIEWRSQILSGTLPKDELAELKKKVTAKIDHGNRMLGLDLVVRDDNGNILDPDETSTIALFKAHEVASKRIEEKIQEEKSILQNLDLRGQSIFSTIHTYGLYVNFKNFVCNIGEDAELFMALYDPDQSTFISENYLIRWGSNGMPKEIEKLNNLQAVFTDLSSMDLIRPRVSLVCQI.... Result: 0 (no interaction). (3) The miRNA is hsa-miR-5579-3p with sequence UUAGCUUAAGGAGUACCAGAUC. The protein sequence of the target gene is MESGPRVEPGPGAPAAVLARIPQEPRPSPEGDPSPPPPPTPMSALVPDTPPDTPPALKTATNPKQLPLEPGNPTGQISPQPAPPQEECPSSEAKSRGPTPTATGPREAKPSRRSSQPSPTTVPASDSPPAKQDVKKAGERHKLAKERREERAKYLAAKKAVWLEKEEKAKALREKQLQERRRRLEEQRLKAEQRRAALEERQRQKLEKNKERYEAAIQRSVKKTWAEIRQQRWSWAGALHHSSPGRKTSGSRCSVSAVNLPKHVDSIINKRLSKSSATLWNSPSRNRSLQLSAWESSIVD.... Result: 0 (no interaction).